Dataset: Catalyst prediction with 721,799 reactions and 888 catalyst types from USPTO. Task: Predict which catalyst facilitates the given reaction. (1) Reactant: O.[OH-].[Li+].C[O:5][C:6]([C:8]1[N:9]([CH3:28])[N:10]=[C:11]([O:13][CH2:14][C:15]2[N:16]([C:21]3[CH:26]=[CH:25][C:24]([F:27])=[CH:23][CH:22]=3)[N:17]=[N:18][C:19]=2[CH3:20])[CH:12]=1)=[O:7]. Product: [F:27][C:24]1[CH:23]=[CH:22][C:21]([N:16]2[C:15]([CH2:14][O:13][C:11]3[CH:12]=[C:8]([C:6]([OH:7])=[O:5])[N:9]([CH3:28])[N:10]=3)=[C:19]([CH3:20])[N:18]=[N:17]2)=[CH:26][CH:25]=1. The catalyst class is: 90. (2) Reactant: [C:1]1([C@H:7]([CH2:9][OH:10])[NH2:8])[CH:6]=[CH:5][CH:4]=[CH:3][CH:2]=1.[H-].[Na+].F[C:14]1[CH:15]=[CH:16][C:17]([N+:21]([O-:23])=[O:22])=[C:18]([CH:20]=1)[NH2:19]. Product: [NH2:8][C@H:7]([C:1]1[CH:6]=[CH:5][CH:4]=[CH:3][CH:2]=1)[CH2:9][O:10][C:14]1[CH:15]=[CH:16][C:17]([N+:21]([O-:23])=[O:22])=[C:18]([CH:20]=1)[NH2:19]. The catalyst class is: 3. (3) Reactant: Cl.Cl.[NH2:3][C:4]1[N:9]=[CH:8][N:7]=[C:6]2[N:10]([CH:14]([C:16]3[CH:17]=[C:18]([Cl:30])[C:19]([C:28]#[N:29])=[C:20]4[C:26]=3[O:25][CH:24]([CH3:27])[CH2:23][NH:22][CH2:21]4)[CH3:15])[N:11]=[C:12]([CH3:13])[C:5]=12.C(N(CC)CC)C.Br.Br[CH2:40][C:41]1[CH:42]=[N:43][CH:44]=[CH:45][CH:46]=1. Product: [NH2:3][C:4]1[N:9]=[CH:8][N:7]=[C:6]2[N:10]([CH:14]([C:16]3[CH:17]=[C:18]([Cl:30])[C:19]([C:28]#[N:29])=[C:20]4[C:26]=3[O:25][CH:24]([CH3:27])[CH2:23][N:22]([CH2:40][C:41]3[CH:42]=[N:43][CH:44]=[CH:45][CH:46]=3)[CH2:21]4)[CH3:15])[N:11]=[C:12]([CH3:13])[C:5]=12. The catalyst class is: 9.